From a dataset of Full USPTO retrosynthesis dataset with 1.9M reactions from patents (1976-2016). Predict the reactants needed to synthesize the given product. (1) Given the product [CH2:1]([O:3][C:4](=[O:16])/[CH:5]=[CH:6]\[C:7]1[S:15][C:10]2[NH:11][C:12](=[O:14])[C:13](=[CH:22][C:18]3[NH:17][CH:21]=[CH:20][CH:19]=3)[C:9]=2[CH:8]=1)[CH3:2], predict the reactants needed to synthesize it. The reactants are: [CH2:1]([O:3][C:4](=[O:16])[CH:5]=[CH:6][C:7]1[S:15][C:10]2[NH:11][C:12](=[O:14])[CH2:13][C:9]=2[CH:8]=1)[CH3:2].[NH:17]1[CH:21]=[CH:20][CH:19]=[C:18]1[CH:22]=O. (2) The reactants are: CN(C)[C:3](=[O:12])[C@@H:4]([CH3:11])[O:5][CH:6]([O:8][CH2:9][CH3:10])[CH3:7].[F:14][C:15]1[CH:20]=[C:19]([F:21])[CH:18]=[CH:17][C:16]=1[Mg]Br.FC1C=C(F)C=CC=1Br.[Mg].[Cl-].[NH4+].C(O)(=O)CC(CC(O)=O)(C(O)=O)O. Given the product [CH2:9]([O:8][CH:6]([O:5][C@H:4]([CH3:11])[C:3]([C:18]1[CH:17]=[CH:16][C:15]([F:14])=[CH:20][C:19]=1[F:21])=[O:12])[CH3:7])[CH3:10], predict the reactants needed to synthesize it. (3) Given the product [NH2:22][C:18]1[O:19][CH2:20][CH2:21][C@@:7]2([N:17]=1)[C:6]1[CH:5]=[C:4]([OH:23])[CH:3]=[C:2]([F:1])[C:15]=1[O:14][C:13]1[C:8]2=[CH:9][C:10]([NH2:16])=[CH:11][CH:12]=1, predict the reactants needed to synthesize it. The reactants are: [F:1][C:2]1[C:15]2[O:14][C:13]3[C:8](=[CH:9][C:10]([NH2:16])=[CH:11][CH:12]=3)[C@@:7]3([CH2:21][CH2:20][O:19][C:18]([NH2:22])=[N:17]3)[C:6]=2[CH:5]=[C:4]([O:23]C)[CH:3]=1.B(Br)(Br)Br.